Dataset: Peptide-MHC class II binding affinity with 134,281 pairs from IEDB. Task: Regression. Given a peptide amino acid sequence and an MHC pseudo amino acid sequence, predict their binding affinity value. This is MHC class II binding data. The peptide sequence is LPIGTRSVETDKGPL. The MHC is DRB1_1101 with pseudo-sequence DRB1_1101. The binding affinity (normalized) is 0.219.